Dataset: Experimentally validated miRNA-target interactions with 360,000+ pairs, plus equal number of negative samples. Task: Binary Classification. Given a miRNA mature sequence and a target amino acid sequence, predict their likelihood of interaction. (1) The miRNA is hsa-miR-2276-3p with sequence UCUGCAAGUGUCAGAGGCGAGG. The protein sequence of the target gene is MANPGGGAVCNGKLHNHKKQSNGSQSRNCTKNGIVKEAQQNGKPHFYDKLIVESFEEAPLHVMVFTYMGYGIGTLFGYLRDFLRNWGIEKCNAAVERKEQKDFVPLYQDFENFYTRNLYMRIRDNWNRPICSAPGPLFDLMERVSDDYNWTFRFTGRVIKDVINMGSYNFLGLAAKYDESMRTIKDVLEVYGTGVASTRHEMGTLDKHKELEDLVAKFLNVEAAMVFGMGFATNSMNIPALVGKGCLILSDELNHTSLVLGARLSGATIRIFKHNNTQSLEKLLRDAVIYGQPRTRRAWK.... Result: 1 (interaction). (2) The miRNA is hsa-miR-670-3p with sequence UUUCCUCAUAUUCAUUCAGGA. The protein sequence of the target gene is MAPTLQQAYRRRWWMACTAVLENLFFSAVLLGWGSLLIILKNEGFYSSTCPAESSTNTTQDEQRRWPGCDQQDEMLNLGFTIGSFVLSATTLPLGILMDRFGPRPVRLVGSACFTASCTLMALASRDVEALSPLIFLALSLNGFGGICLTFTSLTLPNMFGNLRSTLMALMIGSYASSAITFPGIKLIYDAGVAFVVIMFTWSGLACLIFLNCTLNWPIEAFPAPEEVNYTKKIKLSGLALDHKVTGDLFYTHVTTMGQRLSQKAPSLEDGSDAFMSPQDVRGTSENLPERSVPLRKSLC.... Result: 1 (interaction). (3) The miRNA is hsa-miR-125a-3p with sequence ACAGGUGAGGUUCUUGGGAGCC. The protein sequence of the target gene is MGETMSKRLKFHLGEAEMEERSFPNPFPDYEAAASAAGLAAGSAEETGRVCPLPTTEDPGLPFHPNGKIVPNFIKRIQTKIKDLLQQMEEGLKTADPHDCSAYTGWTGIALLYLQLYRVTGDQTYLLRSLDYVKRTLRNLSGRRVTFLCGDAGPLAVGAVIYHKLKSECESQECITKLLQMHRTIVCQESELPDELLYGRAGYLYALLYLNTEIGPGTVGETAIKEVVSAIIESGKSLSREERKSERCPLLYQWHRKQYVGAAHGMAGIYYMLMQPEAKVDQETLTEMVKPSIDYVRHKK.... Result: 0 (no interaction). (4) The miRNA is hsa-miR-3128 with sequence UCUGGCAAGUAAAAAACUCUCAU. The protein sequence of the target gene is MLGLLVALLALGLAVFALLDVWYLVRLPCAVLRARLLQPRVRDLLAEQRFPGRVLPSDLDLLLHMNNARYLREADFARVAHLTRCGVLGALRELRAHTVLAASCARHRRSLRLLEPFEVRTRLLGWDDRAFYLEARFVSLRDGFVCALLRFRQHLLGTSPERVVQHLCQRRVEPPELPADLQHWISYNEASSQLLRMESGLSDVTKDQ. Result: 0 (no interaction).